This data is from Catalyst prediction with 721,799 reactions and 888 catalyst types from USPTO. The task is: Predict which catalyst facilitates the given reaction. (1) Reactant: [Cl:1][C:2]1[C:10]([C:11]([F:14])([F:13])[F:12])=[CH:9][CH:8]=[CH:7][C:3]=1[C:4]([OH:6])=O.C(Cl)(=O)C(Cl)=O.O1CCCC1.[NH2:26][C:27]1[CH:28]=[C:29]([CH:46]=[CH:47][CH:48]=1)[O:30][C:31]1[CH:32]=[CH:33][C:34]2[N:35]([CH:37]=[C:38]([NH:40][C:41]([CH:43]3[CH2:45][CH2:44]3)=[O:42])[N:39]=2)[N:36]=1. The catalyst class is: 637. Product: [Cl:1][C:2]1[C:10]([C:11]([F:14])([F:13])[F:12])=[CH:9][CH:8]=[CH:7][C:3]=1[C:4]([NH:26][C:27]1[CH:48]=[CH:47][CH:46]=[C:29]([O:30][C:31]2[CH:32]=[CH:33][C:34]3[N:35]([CH:37]=[C:38]([NH:40][C:41]([CH:43]4[CH2:44][CH2:45]4)=[O:42])[N:39]=3)[N:36]=2)[CH:28]=1)=[O:6]. (2) Reactant: [CH3:1][C:2]1[C:3]([NH2:9])=[N:4][C:5]([CH3:8])=[CH:6][N:7]=1.[C:10]1([CH3:23])[CH:15]=[C:14]([CH3:16])[CH:13]=[C:12]([CH3:17])[C:11]=1[S:18]([O:21][NH2:22])(=[O:20])=[O:19]. Product: [NH2:22][N:4]1[C:5]([CH3:8])=[CH:6][N:7]=[C:2]([CH3:1])[C:3]1=[NH2+:9].[CH3:17][C:12]1[CH:13]=[C:14]([CH3:16])[CH:15]=[C:10]([CH3:23])[C:11]=1[S:18]([O-:21])(=[O:20])=[O:19]. The catalyst class is: 2. (3) Reactant: [OH:1][C:2]1[CH:7]=[CH:6][C:5](/[CH:8]=[CH:9]/[C:10]([C:12]2[CH:17]=[CH:16][C:15]([NH:18][C:19](=[O:21])[CH3:20])=[CH:14][C:13]=2[CH3:22])=[O:11])=[CH:4][C:3]=1[CH3:23].[O:24]1[CH:29]=[CH:28][CH2:27][CH2:26][CH2:25]1. Product: [CH3:22][C:13]1[CH:14]=[C:15]([NH:18][C:19](=[O:21])[CH3:20])[CH:16]=[CH:17][C:12]=1[C:10](=[O:11])/[CH:9]=[CH:8]/[C:5]1[CH:6]=[CH:7][C:2]([O:1][CH:25]2[CH2:26][CH2:27][CH2:28][CH2:29][O:24]2)=[C:3]([CH3:23])[CH:4]=1. The catalyst class is: 2. (4) Reactant: [Si:1]([O:8][C@@H:9]1[C@H:13]([O:14][Si:15]([C:18]([CH3:21])([CH3:20])[CH3:19])([CH3:17])[CH3:16])[C:12](=[CH2:22])[O:11][C@H:10]1[N:23]1[CH:28]=[CH:27][C:26]([NH2:29])=[N:25][C:24]1=[O:30])([C:4]([CH3:7])([CH3:6])[CH3:5])([CH3:3])[CH3:2].[CH3:31][CH2:32][O:33][P:34]([O:38][CH2:39][CH3:40])([CH2:36][OH:37])=[O:35].C1(C)C=CC(S([O-])(=O)=O)=CC=1.[NH+]1C=CC=CC=1. Product: [CH2:32]([O:33][P:34]([CH2:36][O:37][C@:12]1([CH3:22])[C@@H:13]([O:14][Si:15]([C:18]([CH3:19])([CH3:20])[CH3:21])([CH3:17])[CH3:16])[C@@H:9]([O:8][Si:1]([C:4]([CH3:5])([CH3:6])[CH3:7])([CH3:2])[CH3:3])[C@H:10]([N:23]2[CH:28]=[CH:27][C:26]([NH2:29])=[N:25][C:24]2=[O:30])[O:11]1)(=[O:35])[O:38][CH2:39][CH3:40])[CH3:31]. The catalyst class is: 68. (5) Reactant: [NH2:1][C@H:2]1[CH2:7][CH2:6][CH2:5][N:4]([CH2:8][C:9]2[C:18]([Cl:19])=[C:17]3[C:12]([C:13](=[O:33])[N:14]([CH2:20][C:21]4[CH:26]=[C:25]([Cl:27])[CH:24]=[CH:23][C:22]=4[S:28]([CH2:31][CH3:32])(=[O:30])=[O:29])[CH:15]=[N:16]3)=[CH:11][C:10]=2[C:34]([F:37])([F:36])[F:35])[CH2:3]1.[NH2:38][C:39]1C=CC(C(F)(F)F)=C[C:40]=1C(NCC1C=C(Br)C=CC=1S(CC)(=O)=O)=O.C(OC([NH:72][C@H:73](C)[C:74](O)=O)=O)(C)(C)C.CN(C(ON1N=NC2C=CC=NC1=2)=[N+](C)C)C.F[P-](F)(F)(F)(F)F. Product: [NH2:38][CH2:39][CH2:40][N:1]([CH2:74][CH2:73][NH2:72])[C@H:2]1[CH2:7][CH2:6][CH2:5][N:4]([CH2:8][C:9]2[C:18]([Cl:19])=[C:17]3[C:12]([C:13](=[O:33])[N:14]([CH2:20][C:21]4[CH:26]=[C:25]([Cl:27])[CH:24]=[CH:23][C:22]=4[S:28]([CH2:31][CH3:32])(=[O:30])=[O:29])[CH:15]=[N:16]3)=[CH:11][C:10]=2[C:34]([F:35])([F:36])[F:37])[CH2:3]1. The catalyst class is: 3. (6) Reactant: [C:1]([O:5][C:6]([N:8]1[CH2:13][CH2:12][N:11]([CH2:14][CH2:15][CH2:16][O:17][C:18]2[CH:23]=[CH:22][C:21]([C:24]([O:26]CC)=[O:25])=[CH:20][C:19]=2[F:29])[CH2:10][CH2:9]1)=[O:7])([CH3:4])([CH3:3])[CH3:2].[OH-].[Na+]. Product: [C:1]([O:5][C:6]([N:8]1[CH2:9][CH2:10][N:11]([CH2:14][CH2:15][CH2:16][O:17][C:18]2[CH:23]=[CH:22][C:21]([C:24]([OH:26])=[O:25])=[CH:20][C:19]=2[F:29])[CH2:12][CH2:13]1)=[O:7])([CH3:4])([CH3:2])[CH3:3]. The catalyst class is: 12.